This data is from Full USPTO retrosynthesis dataset with 1.9M reactions from patents (1976-2016). The task is: Predict the reactants needed to synthesize the given product. (1) Given the product [Br:22][C:23]1[CH:24]=[CH:25][C:26]([O:31][CH3:32])=[C:27]([CH:28]([C:2]2[CH:7]=[N:6][C:5]([NH:8][C:9]3[CH:14]=[CH:13][C:12]([F:15])=[CH:11][C:10]=3[F:16])=[CH:4][CH:3]=2)[OH:29])[CH:30]=1, predict the reactants needed to synthesize it. The reactants are: Br[C:2]1[CH:3]=[CH:4][C:5]([NH:8][C:9]2[CH:14]=[CH:13][C:12]([F:15])=[CH:11][C:10]=2[F:16])=[N:6][CH:7]=1.[Li]CCCC.[Br:22][C:23]1[CH:24]=[CH:25][C:26]([O:31][CH3:32])=[C:27]([CH:30]=1)[CH:28]=[O:29]. (2) Given the product [C:1]([B-:3]([C:8]#[N:9])([C:6]#[N:7])[C:4]#[N:5])#[N:2].[CH2:12]([N+:14]1[C:18]2[CH:19]=[CH:20][CH:21]=[CH:22][C:17]=2[S:16][C:15]=1[CH3:23])[CH3:13], predict the reactants needed to synthesize it. The reactants are: [C:1]([B-:3]([C:8]#[N:9])([C:6]#[N:7])[C:4]#[N:5])#[N:2].[K+].[Br-].[CH2:12]([N+:14]1[C:18]2[CH:19]=[CH:20][CH:21]=[CH:22][C:17]=2[S:16][C:15]=1[CH3:23])[CH3:13]. (3) Given the product [C:2]1([C@@H:8]2[CH2:10][C@H:9]2[NH:11][CH2:18][C:17]2[CH:16]=[CH:15][C:14]([C:13]([F:12])([F:22])[F:23])=[CH:21][CH:20]=2)[CH:7]=[CH:6][CH:5]=[CH:4][CH:3]=1, predict the reactants needed to synthesize it. The reactants are: Cl.[C:2]1([C@@H:8]2[CH2:10][C@H:9]2[NH2:11])[CH:7]=[CH:6][CH:5]=[CH:4][CH:3]=1.[F:12][C:13]([F:23])([F:22])[C:14]1[CH:21]=[CH:20][C:17]([CH:18]=O)=[CH:16][CH:15]=1.[BH-](OC(C)=O)(OC(C)=O)OC(C)=O.[Na+]. (4) Given the product [C:11]([C:15]1[CH:21]=[CH:20][C:18]([NH:19][C:8](=[O:10])[CH2:7][CH2:6][CH:4]2[CH2:3][C:2](=[O:1])[CH2:5]2)=[C:17]([N+:22]([O-:24])=[O:23])[CH:16]=1)([CH3:14])([CH3:12])[CH3:13], predict the reactants needed to synthesize it. The reactants are: [O:1]=[C:2]1[CH2:5][CH:4]([CH2:6][CH2:7][C:8]([OH:10])=O)[CH2:3]1.[C:11]([C:15]1[CH:21]=[CH:20][C:18]([NH2:19])=[C:17]([N+:22]([O-:24])=[O:23])[CH:16]=1)([CH3:14])([CH3:13])[CH3:12].N1C=CC=CC=1.C(P1(=O)OP(CCC)(=O)OP(CCC)(=O)O1)CC. (5) The reactants are: CC([N:5]([C@H:9]1[CH2:14][CH2:13][C@@H:12]([CH3:15])[N:11]([C:16]2[CH:21]=[C:20]([C:22]3[CH:27]=[CH:26][C:25]([C:28]#[N:29])=[C:24]([F:30])[CH:23]=3)[N:19]=[C:18]([NH2:31])[N:17]=2)[CH2:10]1)[C:6](=O)[O-:7])(C)C.Cl.C(O)(=O)[C:34]1[CH:39]=[CH:38][CH:37]=[CH:36][CH:35]=1.C(Cl)CCl.C1C=CC2N(O)N=NC=2C=1.CN1CCOCC1. Given the product [NH2:31][C:18]1[N:17]=[C:16]([N:11]2[C@H:12]([CH3:15])[CH2:13][CH2:14][C@H:9]([NH:5][C:6](=[O:7])[C:34]3[CH:39]=[CH:38][CH:37]=[CH:36][CH:35]=3)[CH2:10]2)[CH:21]=[C:20]([C:22]2[CH:27]=[CH:26][C:25]([C:28]#[N:29])=[C:24]([F:30])[CH:23]=2)[N:19]=1, predict the reactants needed to synthesize it. (6) Given the product [CH3:3][N:4]1[CH2:17][CH2:16][C:7]2[N:8]([CH2:29][C:26]([C:23]3[CH:22]=[CH:21][C:20]([O:19][CH3:18])=[CH:25][CH:24]=3)([OH:27])[CH3:28])[C:9]3[CH:10]=[CH:11][C:12]([CH3:15])=[CH:13][C:14]=3[C:6]=2[CH2:5]1, predict the reactants needed to synthesize it. The reactants are: [H-].[Na+].[CH3:3][N:4]1[CH2:17][CH2:16][C:7]2[NH:8][C:9]3[CH:10]=[CH:11][C:12]([CH3:15])=[CH:13][C:14]=3[C:6]=2[CH2:5]1.[CH3:18][O:19][C:20]1[CH:25]=[CH:24][C:23]([C:26]2([CH3:29])[CH2:28][O:27]2)=[CH:22][CH:21]=1.